From a dataset of Reaction yield outcomes from USPTO patents with 853,638 reactions. Predict the reaction yield, written as a fraction of the theoretical maximum amount of product (1.0 means a 100% yield; for example, 0.34 means a 34% yield). (1) The reactants are [C:1]([O:5][C:6]([NH:8][C@H:9]1[CH2:14][CH2:13][CH2:12][CH2:11][C@H:10]1[NH:15][C:16]1[N:21]=[C:20](Cl)[C:19]2[C:23](=[O:33])[N:24]([C:26]([O:28][C:29]([CH3:32])([CH3:31])[CH3:30])=[O:27])[CH2:25][C:18]=2[C:17]=1[F:34])=[O:7])([CH3:4])([CH3:3])[CH3:2].C([Sn](CCCC)(CCCC)[C:40]1[S:48][C:43]2=[CH:44][N:45]=[CH:46][CH:47]=[C:42]2[CH:41]=1)CCC. The catalyst is C1(C)C=CC=CC=1.CCOC(C)=O.C([O-])(O)=O.[Na+].C1C=CC([P]([Pd]([P](C2C=CC=CC=2)(C2C=CC=CC=2)C2C=CC=CC=2)([P](C2C=CC=CC=2)(C2C=CC=CC=2)C2C=CC=CC=2)[P](C2C=CC=CC=2)(C2C=CC=CC=2)C2C=CC=CC=2)(C2C=CC=CC=2)C2C=CC=CC=2)=CC=1. The product is [C:1]([O:5][C:6]([NH:8][C@H:9]1[CH2:14][CH2:13][CH2:12][CH2:11][C@H:10]1[NH:15][C:16]1[N:21]=[C:20]([C:40]2[S:48][C:43]3=[CH:44][N:45]=[CH:46][CH:47]=[C:42]3[CH:41]=2)[C:19]2[C:23](=[O:33])[N:24]([C:26]([O:28][C:29]([CH3:32])([CH3:31])[CH3:30])=[O:27])[CH2:25][C:18]=2[C:17]=1[F:34])=[O:7])([CH3:4])([CH3:3])[CH3:2]. The yield is 0.560. (2) The reactants are C1(=O)OCCO1.[F-:7].[K+].Cl[C:10]([O:12][C:13]1[CH:18]=[CH:17][CH:16]=[CH:15][CH:14]=1)=[O:11].ClC([O-])=O. No catalyst specified. The product is [F:7][C:10]([O:12][C:13]1[CH:18]=[CH:17][CH:16]=[CH:15][CH:14]=1)=[O:11]. The yield is 0.935. (3) The reactants are [H-].[Na+].[S:3]([N:13]1[C:17]2[N:18]=[CH:19][C:20]3[N:21]([C:22]([C:25]45[CH2:32][CH2:31][C:28]([NH:33][S:34]([CH:37]6[CH2:39][CH2:38]6)(=[O:36])=[O:35])([CH2:29][CH2:30]4)[CH2:27][CH2:26]5)=[N:23][N:24]=3)[C:16]=2[CH:15]=[CH:14]1)([C:6]1[CH:12]=[CH:11][C:9]([CH3:10])=[CH:8][CH:7]=1)(=[O:5])=[O:4].I[CH3:41]. The catalyst is CN(C=O)C. The product is [CH3:41][N:33]([C:28]12[CH2:27][CH2:26][C:25]([C:22]3[N:21]4[C:16]5[CH:15]=[CH:14][N:13]([S:3]([C:6]6[CH:7]=[CH:8][C:9]([CH3:10])=[CH:11][CH:12]=6)(=[O:4])=[O:5])[C:17]=5[N:18]=[CH:19][C:20]4=[N:24][N:23]=3)([CH2:30][CH2:29]1)[CH2:32][CH2:31]2)[S:34]([CH:37]1[CH2:38][CH2:39]1)(=[O:36])=[O:35]. The yield is 0.450. (4) The reactants are [NH2:1][C:2]1[C:11]2[C:6](=[C:7](I)[C:8]([Cl:12])=[CH:9][CH:10]=2)[N:5]=[N:4][C:3]=1[C:14]([NH:16][CH2:17][CH2:18][CH3:19])=[O:15].[CH3:20][C:21]1[CH:26]=[CH:25][C:24]([CH3:27])=[CH:23][C:22]=1B(O)O. No catalyst specified. The product is [NH2:1][C:2]1[C:11]2[C:6](=[C:7]([C:22]3[CH:23]=[C:24]([CH3:27])[CH:25]=[CH:26][C:21]=3[CH3:20])[C:8]([Cl:12])=[CH:9][CH:10]=2)[N:5]=[N:4][C:3]=1[C:14]([NH:16][CH2:17][CH2:18][CH3:19])=[O:15]. The yield is 0.450.